From a dataset of Full USPTO retrosynthesis dataset with 1.9M reactions from patents (1976-2016). Predict the reactants needed to synthesize the given product. (1) Given the product [Cl:3][CH2:13][C:11]1[CH:12]=[C:7]([CH:8]=[C:9]([F:16])[C:10]=1[F:15])[NH2:6], predict the reactants needed to synthesize it. The reactants are: S(Cl)([Cl:3])=O.O.[NH2:6][C:7]1[CH:8]=[C:9]([F:16])[C:10]([F:15])=[C:11]([CH2:13]O)[CH:12]=1. (2) Given the product [Cl:11][C:9]1[S:10][C:5]2[S:4](=[O:13])(=[O:12])[N:3]=[C:2]([NH:19][C:15]([CH3:18])([CH3:14])[CH2:16][CH3:17])[NH:7][C:6]=2[CH:8]=1, predict the reactants needed to synthesize it. The reactants are: Cl[C:2]1[NH:7][C:6]2[CH:8]=[C:9]([Cl:11])[S:10][C:5]=2[S:4](=[O:13])(=[O:12])[N:3]=1.[CH3:14][C:15]([NH2:19])([CH3:18])[CH2:16][CH3:17]. (3) Given the product [Cl:25][C:20]1[CH:21]=[CH:22][CH:23]=[CH:24][C:19]=1[O:18][CH2:17][CH:16]([OH:26])[CH2:15][NH:14][CH:11]1[CH2:10][CH2:9][NH:8][CH2:13][CH2:12]1, predict the reactants needed to synthesize it. The reactants are: C(OC([N:8]1[CH2:13][CH2:12][CH:11]([NH:14][CH2:15][CH:16]([OH:26])[CH2:17][O:18][C:19]2[CH:24]=[CH:23][CH:22]=[CH:21][C:20]=2[Cl:25])[CH2:10][CH2:9]1)=O)(C)(C)C.Cl.[OH-].[Na+]. (4) Given the product [CH3:33][S:34]([OH:37])(=[O:36])=[O:35].[C:1]1([S:7]([C:10]2[C:19]3[C:14](=[CH:15][CH:16]=[CH:17][CH:18]=3)[C:13]([N:27]3[CH2:32][CH2:31][NH:30][CH2:29][CH2:28]3)=[CH:12][CH:11]=2)(=[O:9])=[O:8])[CH:6]=[CH:5][CH:4]=[CH:3][CH:2]=1, predict the reactants needed to synthesize it. The reactants are: [C:1]1([S:7]([C:10]2[C:19]3[C:14](=[CH:15][CH:16]=[CH:17][CH:18]=3)[C:13](Br)=[CH:12][CH:11]=2)(=[O:9])=[O:8])[CH:6]=[CH:5][CH:4]=[CH:3][CH:2]=1.C(=O)([O-])[O-].[K+].[K+].[NH:27]1[CH2:32][CH2:31][NH:30][CH2:29][CH2:28]1.[CH3:33][S:34]([OH:37])(=[O:36])=[O:35]. (5) Given the product [CH3:8][C:5]1[CH:4]=[N:3][C:2]([N:13]2[CH2:14][CH2:15][CH:10]([OH:9])[CH2:11][CH2:12]2)=[N:7][CH:6]=1, predict the reactants needed to synthesize it. The reactants are: Cl[C:2]1[N:7]=[CH:6][C:5]([CH3:8])=[CH:4][N:3]=1.[OH:9][CH:10]1[CH2:15][CH2:14][NH:13][CH2:12][CH2:11]1. (6) The reactants are: [O:1]([C:8]1[CH:24]=[CH:23][C:11]([O:12][C:13]2[S:14][C:15]([C:18]#[C:19][CH:20](O)[CH3:21])=[CH:16][N:17]=2)=[CH:10][CH:9]=1)[C:2]1[CH:7]=[CH:6][CH:5]=[CH:4][CH:3]=1.[C:25]1(=[O:35])[NH:29][C:28](=[O:30])[C:27]2=[CH:31][CH:32]=[CH:33][CH:34]=[C:26]12.C1(P(C2C=CC=CC=2)C2C=CC=CC=2)C=CC=CC=1.CCOC(/N=N/C(OCC)=O)=O. Given the product [CH3:21][CH:20]([N:29]1[C:25](=[O:35])[C:26]2[C:27](=[CH:31][CH:32]=[CH:33][CH:34]=2)[C:28]1=[O:30])[C:19]#[C:18][C:15]1[S:14][C:13]([O:12][C:11]2[CH:23]=[CH:24][C:8]([O:1][C:2]3[CH:7]=[CH:6][CH:5]=[CH:4][CH:3]=3)=[CH:9][CH:10]=2)=[N:17][CH:16]=1, predict the reactants needed to synthesize it. (7) Given the product [F:1][C:2]1[CH:3]=[CH:4][C:5]([C:8]2[C:11]([CH3:12])=[N:15][NH:16][C:9]=2[NH2:10])=[CH:6][CH:7]=1, predict the reactants needed to synthesize it. The reactants are: [F:1][C:2]1[CH:7]=[CH:6][C:5]([CH:8]([C:11](=O)[CH3:12])[C:9]#[N:10])=[CH:4][CH:3]=1.O.[NH2:15][NH2:16].C(O)(=O)C.